This data is from Peptide-MHC class II binding affinity with 134,281 pairs from IEDB. The task is: Regression. Given a peptide amino acid sequence and an MHC pseudo amino acid sequence, predict their binding affinity value. This is MHC class II binding data. The peptide sequence is FSSWETVCDSLDDYN. The MHC is DRB1_0301 with pseudo-sequence DRB1_0301. The binding affinity (normalized) is 0.0809.